From a dataset of Peptide-MHC class I binding affinity with 185,985 pairs from IEDB/IMGT. Regression. Given a peptide amino acid sequence and an MHC pseudo amino acid sequence, predict their binding affinity value. This is MHC class I binding data. (1) The peptide sequence is AEHFENQVL. The MHC is HLA-A02:03 with pseudo-sequence HLA-A02:03. The binding affinity (normalized) is 0.0847. (2) The peptide sequence is RRFKEGGRGGKY. The MHC is HLA-B27:06 with pseudo-sequence YHTEYREICAKTDESTLYLNYDYYTWAELAYEWY. The binding affinity (normalized) is 0.0206. (3) The peptide sequence is STGNYNYKY. The MHC is HLA-A33:01 with pseudo-sequence HLA-A33:01. The binding affinity (normalized) is 0. (4) The MHC is HLA-B40:01 with pseudo-sequence HLA-B40:01. The peptide sequence is MTRGLLGSY. The binding affinity (normalized) is 0.0847.